From a dataset of NCI-60 drug combinations with 297,098 pairs across 59 cell lines. Regression. Given two drug SMILES strings and cell line genomic features, predict the synergy score measuring deviation from expected non-interaction effect. Drug 1: C1C(C(OC1N2C=NC3=C(N=C(N=C32)Cl)N)CO)O. Drug 2: CC1=C(C(CCC1)(C)C)C=CC(=CC=CC(=CC(=O)O)C)C. Cell line: UACC62. Synergy scores: CSS=17.7, Synergy_ZIP=2.24, Synergy_Bliss=3.61, Synergy_Loewe=0.510, Synergy_HSA=5.89.